Dataset: Forward reaction prediction with 1.9M reactions from USPTO patents (1976-2016). Task: Predict the product of the given reaction. (1) Given the reactants [C:1]([N:5]1[C:9]([CH2:10][CH2:11][CH3:12])=[CH:8][C:7]([CH2:13][CH2:14][CH:15]=O)=[N:6]1)([CH3:4])([CH3:3])[CH3:2].[CH3:17][C:18]1[C:23]([CH3:24])=[CH:22][CH:21]=[CH:20][C:19]=1[N:25]1[CH2:30][CH2:29][NH:28][CH2:27][CH2:26]1.CCN(C(C)C)C(C)C.[BH-](OC(C)=O)(OC(C)=O)OC(C)=O.[Na+], predict the reaction product. The product is: [C:1]([N:5]1[C:9]([CH2:10][CH2:11][CH3:12])=[CH:8][C:7]([CH2:13][CH2:14][CH2:15][N:28]2[CH2:29][CH2:30][N:25]([C:19]3[CH:20]=[CH:21][CH:22]=[C:23]([CH3:24])[C:18]=3[CH3:17])[CH2:26][CH2:27]2)=[N:6]1)([CH3:4])([CH3:3])[CH3:2]. (2) Given the reactants [CH2:1]([O:3][C:4]([C:6]1[CH:7]=[C:8]2[C:13](=[CH:14][CH:15]=1)[NH:12][CH:11]([C:16]1[CH:21]=[CH:20][CH:19]=[C:18]([NH:22][C:23]([C:26](O)=[O:27])([CH3:25])[CH3:24])[CH:17]=1)[C:10]([CH3:30])([CH3:29])[CH2:9]2)=[O:5])[CH3:2].[NH:31]1[CH2:36][CH2:35][O:34][CH2:33][CH2:32]1.CN(C(ON1N=NC2C=CC=NC1=2)=[N+](C)C)C.F[P-](F)(F)(F)(F)F.C(N(CC)CC)C, predict the reaction product. The product is: [CH2:1]([O:3][C:4]([C:6]1[CH:7]=[C:8]2[C:13](=[CH:14][CH:15]=1)[NH:12][CH:11]([C:16]1[CH:21]=[CH:20][CH:19]=[C:18]([NH:22][C:23]([CH3:25])([CH3:24])[C:26]([N:31]3[CH2:36][CH2:35][O:34][CH2:33][CH2:32]3)=[O:27])[CH:17]=1)[C:10]([CH3:29])([CH3:30])[CH2:9]2)=[O:5])[CH3:2]. (3) Given the reactants F[C:2]1[CH:7]=[CH:6][C:5]([NH:8][C:9](=[O:34])[NH:10][C:11]2[CH:16]=[CH:15][C:14]([C:17]3[CH:25]=[C:24]4[C:20]([CH2:21][N:22]([C@@H:27]([CH:31]([CH3:33])[CH3:32])[C:28]([OH:30])=[O:29])[C:23]4=[O:26])=[CH:19][CH:18]=3)=[CH:13][CH:12]=2)=[CH:4][CH:3]=1.FC1C=C(NC(=O)NC2C=CC(C3C=C4C(CN([C@@H](C(C)C)C(O)=O)C4=O)=CC=3)=CC=2)C=CC=1, predict the reaction product. The product is: [CH3:32][CH:31]([CH3:33])[C@H:27]([N:22]1[CH2:21][C:20]2[C:24](=[CH:25][C:17]([C:14]3[CH:15]=[CH:16][C:11]([NH:10][C:9]([NH:8][C:5]4[CH:6]=[CH:7][CH:2]=[CH:3][CH:4]=4)=[O:34])=[CH:12][CH:13]=3)=[CH:18][CH:19]=2)[C:23]1=[O:26])[C:28]([OH:30])=[O:29]. (4) Given the reactants [Cl:1][C:2]1[C:8]([Cl:9])=[CH:7][CH:6]=[CH:5][C:3]=1[NH2:4].[C:10]([OH:14])(=[O:13])[CH:11]=O.[Cl:15][C:16]1[CH:23]=[CH:22][CH:21]=[CH:20][C:17]=1[CH:18]=[CH2:19], predict the reaction product. The product is: [Cl:9][C:8]1[C:2]([Cl:1])=[C:3]2[C:5]([CH:18]([C:17]3[CH:20]=[CH:21][CH:22]=[CH:23][C:16]=3[Cl:15])[CH2:19][CH:11]([C:10]([OH:14])=[O:13])[NH:4]2)=[CH:6][CH:7]=1. (5) Given the reactants [CH2:1]([C:3]1[N:8]=[C:7]([CH3:9])[C:6]2[C:10]([C:13]3[CH:18]=[CH:17][CH:16]=[CH:15][CH:14]=3)=[N:11][NH:12][C:5]=2[CH:4]=1)[CH3:2].[H-].[Na+].[CH2:21]([O:25][NH:26][C:27]([N:29]([C:50]1[C:55]([O:56][CH3:57])=[N:54][C:53]([CH3:58])=[CH:52][N:51]=1)[S:30]([C:33]1[S:34][CH:35]=[CH:36][C:37]=1[C:38]1[CH:49]=[CH:48][C:41]([CH2:42]OS(C)(=O)=O)=[CH:40][CH:39]=1)(=[O:32])=[O:31])=[O:28])[CH:22]([CH3:24])[CH3:23], predict the reaction product. The product is: [CH2:21]([O:25][NH:26][C:27]([N:29]([C:50]1[C:55]([O:56][CH3:57])=[N:54][C:53]([CH3:58])=[CH:52][N:51]=1)[S:30]([C:33]1[S:34][CH:35]=[CH:36][C:37]=1[C:38]1[CH:39]=[CH:40][C:41]([CH2:42][N:12]2[C:5]3[CH:4]=[C:3]([CH2:1][CH3:2])[N:8]=[C:7]([CH3:9])[C:6]=3[C:10]([C:13]3[CH:18]=[CH:17][CH:16]=[CH:15][CH:14]=3)=[N:11]2)=[CH:48][CH:49]=1)(=[O:32])=[O:31])=[O:28])[CH:22]([CH3:23])[CH3:24]. (6) Given the reactants [Cl:1][C:2]1[CH:25]=[CH:24][C:5]([C:6]([N:8]2[C:16]3[C:11](=[CH:12][C:13]([O:17][CH3:18])=[CH:14][CH:15]=3)[C:10]([CH2:19][C:20]([O:22]C)=[O:21])=[CH:9]2)=[O:7])=[CH:4][CH:3]=1.[OH-].C[Sn+](C)C.ClCCl.CC(O)=O, predict the reaction product. The product is: [Cl:1][C:2]1[CH:25]=[CH:24][C:5]([C:6]([N:8]2[C:16]3[C:11](=[CH:12][C:13]([O:17][CH3:18])=[CH:14][CH:15]=3)[C:10]([CH2:19][C:20]([OH:22])=[O:21])=[CH:9]2)=[O:7])=[CH:4][CH:3]=1. (7) The product is: [Br:1][C:2]1[CH:11]=[C:10]([OH:18])[C:5]([C:6]([O:8][CH3:9])=[O:7])=[C:4]([F:13])[CH:3]=1. Given the reactants [Br:1][C:2]1[CH:11]=[C:10](F)[C:5]([C:6]([O:8][CH3:9])=[O:7])=[C:4]([F:13])[CH:3]=1.C([OH:18])C#CC.CC(C)([O-])C.[K+], predict the reaction product.